Dataset: Full USPTO retrosynthesis dataset with 1.9M reactions from patents (1976-2016). Task: Predict the reactants needed to synthesize the given product. (1) Given the product [Cl:22][C:5]1[C:6]([NH:8][C:9]2[CH:14]=[CH:13][C:12]([O:15][CH3:16])=[CH:11][C:10]=2[NH:17][S:18]([CH3:21])(=[O:20])=[O:19])=[N:7][C:2]([NH:26][C:25]2[CH:27]=[C:28]([O:33][CH3:34])[C:29]([O:31][CH3:32])=[CH:30][C:24]=2[CH3:23])=[N:3][CH:4]=1, predict the reactants needed to synthesize it. The reactants are: Cl[C:2]1[N:7]=[C:6]([NH:8][C:9]2[CH:14]=[CH:13][C:12]([O:15][CH3:16])=[CH:11][C:10]=2[NH:17][S:18]([CH3:21])(=[O:20])=[O:19])[C:5]([Cl:22])=[CH:4][N:3]=1.[CH3:23][C:24]1[CH:30]=[C:29]([O:31][CH3:32])[C:28]([O:33][CH3:34])=[CH:27][C:25]=1[NH2:26]. (2) Given the product [CH3:42][C:17]1[N:18]([CH2:22][C:23]2[CH:28]=[CH:27][C:26]([C:29]3[C:30]([C:35]([O:37][C:38]([CH3:41])([CH3:40])[CH3:39])=[O:36])=[CH:31][CH:32]=[CH:33][CH:34]=3)=[CH:25][CH:24]=2)[C:19]2[C:15]([C:16]=1[CH3:43])=[CH:14][C:13]([C:11](=[O:12])[NH:10][C@H:8]([C:4]1[CH:3]=[C:2]([CH3:44])[CH:7]=[CH:6][CH:5]=1)[CH3:9])=[CH:21][CH:20]=2, predict the reactants needed to synthesize it. The reactants are: Br[C:2]1[CH:3]=[C:4]([C@@H:8]([NH:10][C:11]([C:13]2[CH:14]=[C:15]3[C:19](=[CH:20][CH:21]=2)[N:18]([CH2:22][C:23]2[CH:28]=[CH:27][C:26]([C:29]4[C:30]([C:35]([O:37][C:38]([CH3:41])([CH3:40])[CH3:39])=[O:36])=[CH:31][CH:32]=[CH:33][CH:34]=4)=[CH:25][CH:24]=2)[C:17]([CH3:42])=[C:16]3[CH3:43])=[O:12])[CH3:9])[CH:5]=[CH:6][CH:7]=1.[CH3:44]B1OB(C)OB(C)O1.C([O-])([O-])=O.[K+].[K+]. (3) Given the product [CH2:3]([C:10]1([CH3:18])[N:15]([CH3:19])[C:14](=[O:16])[CH2:23][N:24]([CH3:27])[C:25]1=[O:26])[C:4]1[CH:5]=[CH:6][CH:7]=[CH:8][CH:9]=1, predict the reactants needed to synthesize it. The reactants are: [H-].[Na+].[CH2:3]([C:10]1([CH3:18])[NH:15][C:14](=[O:16])CNC1=O)[C:4]1[CH:9]=[CH:8][CH:7]=[CH:6][CH:5]=1.[CH3:19]I.[NH4+].[OH-].[CH3:23][N:24]([CH3:27])[CH:25]=[O:26]. (4) The reactants are: [Br:1][C:2]1[CH:3]=[C:4](/[CH:9]=[CH:10]/[C:11]([NH:13][C:14]2([C:20]([NH:22][CH2:23][CH2:24][C:25]3[C:33]4[C:28](=[CH:29][CH:30]=[C:31]([F:34])[CH:32]=4)[NH:27][CH:26]=3)=[O:21])[CH2:19][CH2:18][NH:17][CH2:16][CH2:15]2)=[O:12])[CH:5]=[CH:6][C:7]=1[F:8].CCN(C(C)C)C(C)C.Cl[C:45]([O:47][CH3:48])=[O:46]. Given the product [Br:1][C:2]1[CH:3]=[C:4](/[CH:9]=[CH:10]/[C:11]([NH:13][C:14]2([C:20](=[O:21])[NH:22][CH2:23][CH2:24][C:25]3[C:33]4[C:28](=[CH:29][CH:30]=[C:31]([F:34])[CH:32]=4)[NH:27][CH:26]=3)[CH2:19][CH2:18][N:17]([C:45]([O:47][CH3:48])=[O:46])[CH2:16][CH2:15]2)=[O:12])[CH:5]=[CH:6][C:7]=1[F:8], predict the reactants needed to synthesize it. (5) The reactants are: [OH:1][CH2:2][C:3]([NH:6][C:7]([C:9]1[C:10]2[CH2:11][C@@H:12]3[CH2:24][C@@H:13]3[C:14]=2[N:15]([C:17]2[CH:22]=[CH:21][C:20](Br)=[CH:19][N:18]=2)[N:16]=1)=[O:8])([CH3:5])[CH3:4].[NH:25]1[CH2:30][CH2:29][O:28][CH2:27][CH2:26]1.C1C=CC(P(C2C(C3C(P(C4C=CC=CC=4)C4C=CC=CC=4)=CC=C4C=3C=CC=C4)=C3C(C=CC=C3)=CC=2)C2C=CC=CC=2)=CC=1.CC(C)([O-])C.[Na+]. Given the product [OH:1][CH2:2][C:3]([NH:6][C:7]([C:9]1[C:10]2[CH2:11][C@@H:12]3[CH2:24][C@@H:13]3[C:14]=2[N:15]([C:17]2[CH:22]=[CH:21][C:20]([N:25]3[CH2:30][CH2:29][O:28][CH2:27][CH2:26]3)=[CH:19][N:18]=2)[N:16]=1)=[O:8])([CH3:5])[CH3:4], predict the reactants needed to synthesize it.